From a dataset of Forward reaction prediction with 1.9M reactions from USPTO patents (1976-2016). Predict the product of the given reaction. (1) Given the reactants [CH:1]1([CH2:4][N:5]([CH2:18][CH2:19][CH3:20])[C:6]2[CH:13]=[CH:12][C:11]([C:14]([F:17])([F:16])[F:15])=[CH:10][C:7]=2[CH:8]=O)[CH2:3][CH2:2]1.Cl.[NH2:22][OH:23].C([O-])(=O)C.[Na+], predict the reaction product. The product is: [CH:1]1([CH2:4][N:5]([CH2:18][CH2:19][CH3:20])[C:6]2[CH:13]=[CH:12][C:11]([C:14]([F:17])([F:16])[F:15])=[CH:10][C:7]=2[CH:8]=[N:22][OH:23])[CH2:3][CH2:2]1. (2) Given the reactants [BH4-].[Na+].[C:3]([C:11]1[CH:16]=[CH:15][C:14]([NH:17][C:18]([C@H:20]2[O:24][N:23]=[C:22]([C:25]3[CH:26]=[N:27][CH:28]=[CH:29][CH:30]=3)[CH2:21]2)=[O:19])=[CH:13][CH:12]=1)(=[O:10])[C:4]1[CH:9]=[CH:8][CH:7]=[CH:6][CH:5]=1, predict the reaction product. The product is: [OH:10][CH:3]([C:4]1[CH:5]=[CH:6][CH:7]=[CH:8][CH:9]=1)[C:11]1[CH:12]=[CH:13][C:14]([NH:17][C:18]([C@H:20]2[O:24][N:23]=[C:22]([C:25]3[CH:26]=[N:27][CH:28]=[CH:29][CH:30]=3)[CH2:21]2)=[O:19])=[CH:15][CH:16]=1. (3) The product is: [C:38]1([C:28]2[N:29]=[C:30]([C:32]3[CH:37]=[CH:36][CH:35]=[CH:34][CH:33]=3)[N:31]=[C:26]([C:21]3[CH:22]=[C:23]([C:12]4[C:11]5[C:6]([C:5]6[CH:4]=[CH:3][CH:2]=[CH:1][C:14]=6[CH:13]=4)=[CH:7][CH:8]=[CH:9][CH:10]=5)[CH:24]=[C:19]([Br:18])[CH:20]=3)[N:27]=2)[CH:39]=[CH:40][CH:41]=[CH:42][CH:43]=1. Given the reactants [CH:1]1[C:14]2[CH:13]=[C:12](B(O)O)[C:11]3[C:6](=[CH:7][CH:8]=[CH:9][CH:10]=3)[C:5]=2[CH:4]=[CH:3][CH:2]=1.[Br:18][C:19]1[CH:20]=[C:21]([C:26]2[N:31]=[C:30]([C:32]3[CH:37]=[CH:36][CH:35]=[CH:34][CH:33]=3)[N:29]=[C:28]([C:38]3[CH:43]=[CH:42][CH:41]=[CH:40][CH:39]=3)[N:27]=2)[CH:22]=[C:23](Br)[CH:24]=1.C1(C)C=CC=CC=1, predict the reaction product.